Dataset: Retrosynthesis with 50K atom-mapped reactions and 10 reaction types from USPTO. Task: Predict the reactants needed to synthesize the given product. (1) Given the product CC(C=CCOC(=O)c1ccc(C(N)=O)cc1)Oc1ccc(Oc2cnc3cc(Cl)ccc3n2)cc1, predict the reactants needed to synthesize it. The reactants are: CC(C=CCO)Oc1ccc(Oc2cnc3cc(Cl)ccc3n2)cc1.NC(=O)c1ccc(C(=O)O)cc1. (2) Given the product COc1ccc(CNC(=O)c2cc3c(=O)n(Cc4ccc(S(=O)(=O)N(C)C)cc4)c(=O)n(C)c3s2)cc1, predict the reactants needed to synthesize it. The reactants are: CN(C)S(=O)(=O)c1ccc(CBr)cc1.COc1ccc(CNC(=O)c2cc3c(=O)[nH]c(=O)n(C)c3s2)cc1. (3) Given the product CCOc1cc(N2CCC(N(CC)C(=O)OCc3ccccc3)CC2)ccc1-c1nc2c(C)nn(C3CCCCC3)c2c(=O)[nH]1, predict the reactants needed to synthesize it. The reactants are: CCN(C(=O)OCc1ccccc1)C1CCNCC1.CCOc1cc(Br)ccc1-c1nc2c(C)nn(C3CCCCC3)c2c(=O)[nH]1. (4) The reactants are: C[C@@H](OCc1cc(F)cc(B2OC(C)(C)C(C)(C)O2)c1)C(F)(F)F.Nc1cc(I)n(-c2ccc(Cl)cc2)n1. Given the product C[C@@H](OCc1cc(F)cc(-c2cc(N)nn2-c2ccc(Cl)cc2)c1)C(F)(F)F, predict the reactants needed to synthesize it. (5) Given the product Cc1ccc(S(=O)(=O)Nc2cc(SCc3ccccc3Cl)c([N+](=O)[O-])cc2NS(=O)(=O)c2ccc(C)cc2)cc1, predict the reactants needed to synthesize it. The reactants are: Cc1ccc(S(=O)(=O)Nc2cc(F)c([N+](=O)[O-])cc2NS(=O)(=O)c2ccc(C)cc2)cc1.SCc1ccccc1Cl. (6) Given the product N#Cc1c(SCC(N)=O)ncnc1-c1cccc(NC(=O)Nc2ccc(C(F)(F)F)cc2)c1, predict the reactants needed to synthesize it. The reactants are: N#Cc1c(Cl)ncnc1-c1cccc(NC(=O)Nc2ccc(C(F)(F)F)cc2)c1.NC(=O)CS. (7) Given the product CCC(=O)[O-], predict the reactants needed to synthesize it. The reactants are: Nc1ccc2[nH]c(=O)c3[nH]ccc3c2c1.O=S(=O)(Cl)c1ccccc1.